Dataset: Merck oncology drug combination screen with 23,052 pairs across 39 cell lines. Task: Regression. Given two drug SMILES strings and cell line genomic features, predict the synergy score measuring deviation from expected non-interaction effect. (1) Drug 1: CCN(CC)CCNC(=O)c1c(C)[nH]c(C=C2C(=O)Nc3ccc(F)cc32)c1C. Drug 2: CCc1c2c(nc3ccc(O)cc13)-c1cc3c(c(=O)n1C2)COC(=O)C3(O)CC. Cell line: UACC62. Synergy scores: synergy=9.31. (2) Drug 1: O=C(NOCC(O)CO)c1ccc(F)c(F)c1Nc1ccc(I)cc1F. Drug 2: CCc1c2c(nc3ccc(O)cc13)-c1cc3c(c(=O)n1C2)COC(=O)C3(O)CC. Cell line: HT29. Synergy scores: synergy=-9.90. (3) Synergy scores: synergy=-38.0. Cell line: VCAP. Drug 1: CCC1=CC2CN(C1)Cc1c([nH]c3ccccc13)C(C(=O)OC)(c1cc3c(cc1OC)N(C)C1C(O)(C(=O)OC)C(OC(C)=O)C4(CC)C=CCN5CCC31C54)C2. Drug 2: CC(C)CC(NC(=O)C(Cc1ccccc1)NC(=O)c1cnccn1)B(O)O. (4) Drug 1: O=C(O)C1(Cc2cccc(Nc3nccs3)n2)CCC(Oc2cccc(Cl)c2F)CC1. Drug 2: CCC1(O)C(=O)OCc2c1cc1n(c2=O)Cc2cc3c(CN(C)C)c(O)ccc3nc2-1. Cell line: UWB1289. Synergy scores: synergy=12.9. (5) Synergy scores: synergy=0.728. Cell line: HCT116. Drug 2: NC1(c2ccc(-c3nc4ccn5c(=O)[nH]nc5c4cc3-c3ccccc3)cc2)CCC1. Drug 1: Nc1ccn(C2OC(CO)C(O)C2(F)F)c(=O)n1.